Dataset: Catalyst prediction with 721,799 reactions and 888 catalyst types from USPTO. Task: Predict which catalyst facilitates the given reaction. (1) Reactant: [O:1]=[C:2]1[CH2:15][C:4]2([CH2:7][N:6]([C:8]([O:10][C:11]([CH3:14])([CH3:13])[CH3:12])=[O:9])[CH2:5]2)[CH2:3]1.[BH4-].[Na+].C([O-])(O)=O.[Na+]. Product: [OH:1][CH:2]1[CH2:3][C:4]2([CH2:7][N:6]([C:8]([O:10][C:11]([CH3:13])([CH3:12])[CH3:14])=[O:9])[CH2:5]2)[CH2:15]1. The catalyst class is: 5. (2) Reactant: [F:1][C:2]1[CH:3]=[C:4]([CH:6]=[CH:7][CH:8]=1)[NH2:5].N1C=CC=CC=1.Cl[CH2:16][CH2:17][O:18]C(Cl)=O.[OH-].[K+]. Product: [F:1][C:2]1[CH:3]=[C:4]([NH:5][CH2:16][CH2:17][OH:18])[CH:6]=[CH:7][CH:8]=1. The catalyst class is: 4.